Dataset: Forward reaction prediction with 1.9M reactions from USPTO patents (1976-2016). Task: Predict the product of the given reaction. (1) Given the reactants [O:1]1[C:5]2=[CH:6][N:7]=[CH:8][CH:9]=[C:4]2[CH:3]=[C:2]1[C:10]([OH:12])=O.Cl.[NH2:14][CH2:15][C:16]1[CH:21]=[CH:20][C:19]([S:22]([CH2:25][CH2:26][C:27]([O:29][CH3:30])=[O:28])(=[O:24])=[O:23])=[CH:18][CH:17]=1.CN1CCOCC1.C(Cl)CCl.C1C=CC2N(O)N=NC=2C=1, predict the reaction product. The product is: [O:1]1[C:5]2=[CH:6][N:7]=[CH:8][CH:9]=[C:4]2[CH:3]=[C:2]1[C:10]([NH:14][CH2:15][C:16]1[CH:21]=[CH:20][C:19]([S:22]([CH2:25][CH2:26][C:27]([O:29][CH3:30])=[O:28])(=[O:24])=[O:23])=[CH:18][CH:17]=1)=[O:12]. (2) Given the reactants [CH:1]([NH2:4])([CH3:3])[CH3:2].[C:5]([O:9][C:10]([N:12]1[CH2:17][CH2:16][N:15]([C:18]2[N:23]=[C:22]([C:24]3[CH:29]=[CH:28][N:27]=[C:26]([NH:30][C:31]4[CH:36]=[CH:35][CH:34]=[C:33]([C:37]([O:39]C)=O)[C:32]=4[CH3:41])[CH:25]=3)[CH:21]=[C:20]([C:42](=[O:48])[NH:43][C:44]([CH3:47])([CH3:46])[CH3:45])[CH:19]=2)[CH2:14][CH2:13]1)=[O:11])([CH3:8])([CH3:7])[CH3:6], predict the reaction product. The product is: [C:5]([O:9][C:10]([N:12]1[CH2:17][CH2:16][N:15]([C:18]2[N:23]=[C:22]([C:24]3[CH:29]=[CH:28][N:27]=[C:26]([NH:30][C:31]4[CH:36]=[CH:35][CH:34]=[C:33]([C:37](=[O:39])[NH:4][CH:1]([CH3:3])[CH3:2])[C:32]=4[CH3:41])[CH:25]=3)[CH:21]=[C:20]([C:42](=[O:48])[NH:43][C:44]([CH3:47])([CH3:45])[CH3:46])[CH:19]=2)[CH2:14][CH2:13]1)=[O:11])([CH3:6])([CH3:7])[CH3:8]. (3) Given the reactants [CH2:1]([N:8]1[CH2:12][CH2:11][C@@H:10]([NH:13][CH3:14])[CH2:9]1)[C:2]1[CH:7]=[CH:6][CH:5]=[CH:4][CH:3]=1.[C:26]([O:25][C:23](O[C:23]([O:25][C:26]([CH3:29])([CH3:28])[CH3:27])=[O:24])=[O:24])([CH3:29])([CH3:28])[CH3:27].[OH-].[Na+], predict the reaction product. The product is: [CH2:1]([N:8]1[CH2:12][CH2:11][C@@H:10]([N:13]([CH3:14])[C:23](=[O:24])[O:25][C:26]([CH3:27])([CH3:28])[CH3:29])[CH2:9]1)[C:2]1[CH:3]=[CH:4][CH:5]=[CH:6][CH:7]=1. (4) Given the reactants [CH3:1][N:2]1[CH2:15][CH2:14][C:5]2[NH:6][C:7]3[CH:8]=[CH:9][C:10]([CH3:13])=[CH:11][C:12]=3[C:4]=2[CH2:3]1.Br[C:17]1[S:18][CH:19]=[CH:20][CH:21]=1.[O-]P([O-])([O-])=O.[K+].[K+].[K+].N1CCC[C@H]1C(O)=O, predict the reaction product. The product is: [CH3:1][N:2]1[CH2:15][CH2:14][C:5]2[N:6]([C:17]3[S:18][CH:19]=[CH:20][CH:21]=3)[C:7]3[CH:8]=[CH:9][C:10]([CH3:13])=[CH:11][C:12]=3[C:4]=2[CH2:3]1. (5) Given the reactants C(OC([NH:8][CH2:9][C:10]1[CH:40]=[CH:39][C:38]([Cl:41])=[CH:37][C:11]=1[CH2:12][NH:13][C:14](=[O:36])[C@@H:15]1[CH2:19][CH2:18][CH2:17][N:16]1[C:20](=[O:35])[CH2:21][CH:22]([C:29]1[CH:34]=[CH:33][CH:32]=[CH:31][CH:30]=1)[C:23]1[CH:28]=[CH:27][CH:26]=[CH:25][CH:24]=1)=O)(C)(C)C.Cl.CCOC(C)=O, predict the reaction product. The product is: [C:23]1([CH:22]([C:29]2[CH:30]=[CH:31][CH:32]=[CH:33][CH:34]=2)[CH2:21][C:20]([N:16]2[CH2:17][CH2:18][CH2:19][C@H:15]2[C:14]([NH:13][CH2:12][C:11]2[CH:37]=[C:38]([Cl:41])[CH:39]=[CH:40][C:10]=2[CH2:9][NH2:8])=[O:36])=[O:35])[CH:24]=[CH:25][CH:26]=[CH:27][CH:28]=1.